This data is from Peptide-MHC class II binding affinity with 134,281 pairs from IEDB. The task is: Regression. Given a peptide amino acid sequence and an MHC pseudo amino acid sequence, predict their binding affinity value. This is MHC class II binding data. (1) The peptide sequence is EGATPEAKYDAYVAT. The MHC is DRB3_0101 with pseudo-sequence DRB3_0101. The binding affinity (normalized) is 0.378. (2) The peptide sequence is ASPWSWPDLDLKPGA. The MHC is DRB1_0101 with pseudo-sequence DRB1_0101. The binding affinity (normalized) is 0.299. (3) The peptide sequence is MASSSSVLLVVVLFA. The MHC is HLA-DPA10201-DPB10101 with pseudo-sequence HLA-DPA10201-DPB10101. The binding affinity (normalized) is 0.402. (4) The peptide sequence is QLKEYVWKTLKSGKV. The MHC is DRB1_1101 with pseudo-sequence DRB1_1101. The binding affinity (normalized) is 0.599. (5) The peptide sequence is MMLVSVAGRVDGLELK. The MHC is HLA-DQA10303-DQB10402 with pseudo-sequence HLA-DQA10303-DQB10402. The binding affinity (normalized) is 0.259.